Task: Predict the product of the given reaction.. Dataset: Forward reaction prediction with 1.9M reactions from USPTO patents (1976-2016) (1) Given the reactants Br[C:2]1[N:7]=[C:6]2[N:8]([CH3:23])[C:9]3[CH2:14][CH:13]([CH3:15])[N:12]([C:16]([O:18][C:19]([CH3:22])([CH3:21])[CH3:20])=[O:17])[CH2:11][C:10]=3[C:5]2=[CH:4][CH:3]=1.[F:24][C:25]1[CH:26]=[CH:27][C:28]([CH2:31][O:32][C:33]2[CH:38]=[CH:37][NH:36][C:35](=[O:39])[CH:34]=2)=[N:29][CH:30]=1, predict the reaction product. The product is: [CH3:15][CH:13]1[N:12]([C:16]([O:18][C:19]([CH3:22])([CH3:21])[CH3:20])=[O:17])[CH2:11][C:10]2[C:5]3[C:6]([N:8]([CH3:23])[C:9]=2[CH2:14]1)=[N:7][C:2]([N:36]1[CH:37]=[CH:38][C:33]([O:32][CH2:31][C:28]2[CH:27]=[CH:26][C:25]([F:24])=[CH:30][N:29]=2)=[CH:34][C:35]1=[O:39])=[CH:3][CH:4]=3. (2) The product is: [CH:1]1([N:6]2[CH2:12][C:11]([F:14])([F:13])[C:10](=[O:15])[N:9]([CH3:16])[C:8]3[CH:17]=[N:18][C:19]([NH:21][C:22]4[CH:30]=[CH:29][C:25]([C:26]([NH2:40])=[O:27])=[CH:24][C:23]=4[F:31])=[N:20][C:7]2=3)[CH2:5][CH2:4][CH2:3][CH2:2]1. Given the reactants [CH:1]1([N:6]2[CH2:12][C:11]([F:14])([F:13])[C:10](=[O:15])[N:9]([CH3:16])[C:8]3[CH:17]=[N:18][C:19]([NH:21][C:22]4[CH:30]=[CH:29][C:25]([C:26](O)=[O:27])=[CH:24][C:23]=4[F:31])=[N:20][C:7]2=3)[CH2:5][CH2:4][CH2:3][CH2:2]1.F[P-](F)(F)(F)(F)F.C[N:40](C(N(C)C)=[N+]1C2C(=NC=CC=2)[N+]([O-])=N1)C.C(N(C(C)C)CC)(C)C.[Cl-].[NH4+], predict the reaction product.